Dataset: Forward reaction prediction with 1.9M reactions from USPTO patents (1976-2016). Task: Predict the product of the given reaction. (1) Given the reactants Br[C:2]1[CH:7]=[CH:6][N:5]=[CH:4][C:3]=1[N:8]([CH3:25])[C:9](=[O:24])[C:10]1[CH:15]=[C:14]([C:16]([F:19])([F:18])[F:17])[CH:13]=[C:12]([C:20]([F:23])([F:22])[F:21])[CH:11]=1.[CH3:26][O:27][C:28]1[C:33]([F:34])=[C:32]([F:35])[CH:31]=[CH:30][C:29]=1B(O)O, predict the reaction product. The product is: [F:34][C:33]1[C:28]([O:27][CH3:26])=[C:29]([C:2]2[CH:7]=[CH:6][N:5]=[CH:4][C:3]=2[N:8]([CH3:25])[C:9](=[O:24])[C:10]2[CH:15]=[C:14]([C:16]([F:19])([F:18])[F:17])[CH:13]=[C:12]([C:20]([F:23])([F:22])[F:21])[CH:11]=2)[CH:30]=[CH:31][C:32]=1[F:35]. (2) Given the reactants [F:1][C:2]1[CH:42]=[CH:41][C:5]([C:6]([NH:8][C@:9]([C:31]2[CH:36]=[CH:35][C:34]([F:37])=[C:33]([O:38][CH:39]=[CH2:40])[CH:32]=2)([C:17]2[CH:22]=[C:21]([O:23][C:24]([F:29])([F:28])[CH:25]([F:27])[F:26])[CH:20]=[C:19]([F:30])[CH:18]=2)[CH2:10][C:11]2[CH:16]=[CH:15][CH:14]=[CH:13][CH:12]=2)=[O:7])=[CH:4][C:3]=1[C:43]([F:46])([F:45])[F:44].[Zn](CC)[CH2:48]C.C(I)I, predict the reaction product. The product is: [CH:39]1([O:38][C:33]2[CH:32]=[C:31]([C@@:9]([NH:8][C:6](=[O:7])[C:5]3[CH:41]=[CH:42][C:2]([F:1])=[C:3]([C:43]([F:46])([F:45])[F:44])[CH:4]=3)([C:17]3[CH:22]=[C:21]([O:23][C:24]([F:28])([F:29])[CH:25]([F:26])[F:27])[CH:20]=[C:19]([F:30])[CH:18]=3)[CH2:10][C:11]3[CH:12]=[CH:13][CH:14]=[CH:15][CH:16]=3)[CH:36]=[CH:35][C:34]=2[F:37])[CH2:48][CH2:40]1. (3) The product is: [Cl:1][C:2]1[CH:17]=[CH:16][C:5]([C:6]([NH:8][C:9]2[CH:14]=[CH:13][C:12]([CH3:15])=[CH:11][CH:10]=2)=[S:31])=[CH:4][C:3]=1[C:18]([F:21])([F:20])[F:19]. Given the reactants [Cl:1][C:2]1[CH:17]=[CH:16][C:5]([C:6]([NH:8][C:9]2[CH:14]=[CH:13][C:12]([CH3:15])=[CH:11][CH:10]=2)=O)=[CH:4][C:3]=1[C:18]([F:21])([F:20])[F:19].COC1C=CC(P2(SP(C3C=CC(OC)=CC=3)(=S)S2)=[S:31])=CC=1.C1(C)C=CC=CC=1, predict the reaction product. (4) Given the reactants C(O[C:4](=O)[C:5]([CH3:15])(C)CC1C=CC(S)=CC=1)C.Br[C:18]1[CH:23]=[CH:22][CH:21]=[CH:20][C:19]=1[S:24]([C:27]1[CH:32]=[CH:31][C:30]([C:33]([OH:39])([CH3:38])[C:34]([F:37])([F:36])[F:35])=[CH:29][CH:28]=1)(=[O:26])=[O:25], predict the reaction product. The product is: [CH:15]1([C:18]2[CH:23]=[CH:22][CH:21]=[CH:20][C:19]=2[S:24]([C:27]2[CH:32]=[CH:31][C:30]([C@@:33]([OH:39])([CH3:38])[C:34]([F:37])([F:36])[F:35])=[CH:29][CH:28]=2)(=[O:26])=[O:25])[CH2:5][CH2:4]1. (5) Given the reactants [CH3:1][C:2]1[CH:3]=[CH:4][CH:5]=[C:6]2[C:10]=1[N:9]([CH2:11][CH2:12][N:13]1[CH2:18][CH2:17][O:16][CH2:15][CH2:14]1)[CH:8]=[C:7]2[C:19](O)=[O:20].Cl.[C:23]([O:27][C:28](=[O:43])[NH:29][CH2:30][C:31]1[CH:36]=[CH:35][CH:34]=[C:33]([CH:37]2[CH2:42][CH2:41][NH:40][CH2:39][CH2:38]2)[CH:32]=1)([CH3:26])([CH3:25])[CH3:24].Cl.CN(C)CCCN=C=NCC.C(N(CC)CC)C, predict the reaction product. The product is: [C:23]([O:27][C:28](=[O:43])[NH:29][CH2:30][C:31]1[CH:36]=[CH:35][CH:34]=[C:33]([CH:37]2[CH2:42][CH2:41][N:40]([C:19]([C:7]3[C:6]4[C:10](=[C:2]([CH3:1])[CH:3]=[CH:4][CH:5]=4)[N:9]([CH2:11][CH2:12][N:13]4[CH2:18][CH2:17][O:16][CH2:15][CH2:14]4)[CH:8]=3)=[O:20])[CH2:39][CH2:38]2)[CH:32]=1)([CH3:26])([CH3:24])[CH3:25].